From a dataset of Drug-target binding data from BindingDB using IC50 measurements. Regression. Given a target protein amino acid sequence and a drug SMILES string, predict the binding affinity score between them. We predict pIC50 (pIC50 = -log10(IC50 in M); higher means more potent). Dataset: bindingdb_ic50. (1) The compound is Cc1cc(O)cc(O)c1C(=O)O[C@H]1[C@@H]2COC(/C=C/CO)=CC2=CC(=O)[C@@]1(C)O. The target protein (P24547) has sequence MADYLISGGTSYVPDDGLTAQQLFNCGDGLTYNDFLILPGYIDFTADQVDLTSALTKKITLKTPLVSSPMDTVTEAGMAIAMALTGGIGFIHHNCTPEFQANEVRKVKKYEQGFITDPVVLSPKDRVRDVFEAKARHGFCGIPITDTGRMGSRLVGIISSRDIDFLKEEEHDRFLEEIMTKREDLVVAPAGVTLKEANEILQRSKKGKLPIVNENDELVAIIARTDLKKNRDYPLASKDAKKQLLCGAAIGTHEDDKYRLDLLALAGVDVVVLDSSQGNSIFQINMIKYIKEKYPSLQVIGGNVVTAAQAKNLIDAGVDALRVGMGSGSICITQEVLACGRPQATAVYKVSEYARRFGVPVIADGGIQNVGHIAKALALGASTVMMGSLLAATTEAPGEYFFSDGIRLKKYRGMGSLDAMDKHLSSQNRYFSEADKIKVAQGVSGAVQDKGSIHKFVPYLIAGIQHSCQDIGAKSLTQVRAMMYSGELKFEKRTSSAQVE.... The pIC50 is 3.7. (2) The drug is c1ccc2c(c1)CCN(CCCCCc1cc(CCCCCN3CCc4ccccc4C3)cc(CCCCCN3CCc4ccccc4C3)c1)C2. The target protein (P43143) has sequence MLNGWGRGDLRSGLCLWICGFLAFFKGSRGCVSEEQLFHTLFAHYNRFIRPVENVSDPVTVHFELAITQLANVDEVNQIMETNLWLRHVWKDYRLCWDPTEYDGIETLRVPADNIWKPDIVLYNNAVGDFQVEGKTKALLKYDGVITWTPPAIFKSSCPMDITFFPFDHQNCSLKFGSWTYDKAEIDLLIIGSKVDMNDFWENSEWEIVDASGYKHDIKYNCCEEIYTDITYSFYIRRLPMFYTINLIIPCLFISFLTVLVFYLPSDCGEKVTLCISVLLSLTVFLLVITETIPSTSLVIPLVGEYLLFTMIFVTLSIVVTVFVLNIHYRTPATHTMPKWVKTMFLQVFPSILMMRRPLDKTKEMDGVKDPKTHTKRPAKVKFTHRKEPKLLKECRHCHKSSEIAPGKRLSQQPAQWVTENSEHPPDVEDVIDSVQFIAENMKSHNETKEVEDDWKYMAMVVDRVFLWVFIIVCVFGTVGLFLQPLLGNTGAS. The pIC50 is 9.3.